From a dataset of Reaction yield outcomes from USPTO patents with 853,638 reactions. Predict the reaction yield, written as a fraction of the theoretical maximum amount of product (1.0 means a 100% yield; for example, 0.34 means a 34% yield). (1) The reactants are C(OC([N:11]([C:23]1[C:24]([C:35]([O:37][CH3:38])=[O:36])=[C:25]([C:28]2[CH:33]=[CH:32][C:31]([Cl:34])=[CH:30][CH:29]=2)[S:26][CH:27]=1)[C:12]([C:14]1[O:15][C:16]2[CH:22]=[CH:21][CH:20]=[CH:19][C:17]=2[CH:18]=1)=[O:13])=O)C1C=CC=CC=1. The catalyst is C(O)C.C(OCC)(=O)C.ClCCl.[Pd]. The product is [O:15]1[C:16]2[CH:22]=[CH:21][CH:20]=[CH:19][C:17]=2[CH:18]=[C:14]1[C:12]([NH:11][C:23]1[C:24]([C:35]([O:37][CH3:38])=[O:36])=[C:25]([C:28]2[CH:33]=[CH:32][C:31]([Cl:34])=[CH:30][CH:29]=2)[S:26][CH:27]=1)=[O:13]. The yield is 0.990. (2) The reactants are Cl.[NH2:2][C:3]([CH3:9])([CH3:8])[C:4]([O:6][CH3:7])=[O:5].C(N(C(C)C)C(C)C)C.[C:19]([C:22]1[N:27]=[C:26]([C:28]2[CH:33]=[CH:32][C:31]([C:34]3[CH:39]=[CH:38][C:37]([CH2:40][C:41](O)=[O:42])=[CH:36][C:35]=3[Cl:44])=[CH:30][CH:29]=2)[C:25]([CH3:45])=[N:24][C:23]=1[CH3:46])(=[O:21])[NH2:20].Cl.CN(C)CCCN=C=NCC.N1(O)C2C=CC=CC=2N=N1. The catalyst is CN(C=O)C. The product is [C:19]([C:22]1[N:27]=[C:26]([C:28]2[CH:33]=[CH:32][C:31]([C:34]3[CH:39]=[CH:38][C:37]([CH2:40][C:41]([NH:2][C:3]([CH3:9])([CH3:8])[C:4]([O:6][CH3:7])=[O:5])=[O:42])=[CH:36][C:35]=3[Cl:44])=[CH:30][CH:29]=2)[C:25]([CH3:45])=[N:24][C:23]=1[CH3:46])(=[O:21])[NH2:20]. The yield is 1.25. (3) The reactants are [CH3:1][CH:2]([CH3:38])[CH2:3][CH2:4][N:5]([CH2:33][CH2:34][CH:35]([CH3:37])[CH3:36])[C@@H:6]1[CH2:11][CH2:10][C@@H:9]([CH:12]([C:18]([O:20][CH2:21][CH3:22])=[O:19])[C:13]([O:15][CH2:16][CH3:17])=[O:14])[CH2:8][C@H:7]1[C:23]1[CH:28]=[CH:27][C:26]([C:29]([F:32])([F:31])[F:30])=[CH:25][CH:24]=1.[H-].[Na+].[CH3:41]I.[NH4+].[Cl-]. The catalyst is C1COCC1. The product is [CH3:37][CH:35]([CH3:36])[CH2:34][CH2:33][N:5]([CH2:4][CH2:3][CH:2]([CH3:1])[CH3:38])[C@@H:6]1[CH2:11][CH2:10][C@@H:9]([C:12]([CH3:41])([C:13]([O:15][CH2:16][CH3:17])=[O:14])[C:18]([O:20][CH2:21][CH3:22])=[O:19])[CH2:8][C@H:7]1[C:23]1[CH:24]=[CH:25][C:26]([C:29]([F:30])([F:31])[F:32])=[CH:27][CH:28]=1. The yield is 1.00.